Dataset: Full USPTO retrosynthesis dataset with 1.9M reactions from patents (1976-2016). Task: Predict the reactants needed to synthesize the given product. Given the product [C:15]([C:12]1[N:13]=[CH:14][C:9]([NH:8][C:5]2[CH:4]=[C:3]([NH:17][CH2:18][CH:19]3[CH2:24][CH2:23][CH2:22][N:21]([C:25]([O:27][C:28]([CH3:31])([CH3:30])[CH3:29])=[O:26])[CH2:20]3)[C:2]([N:1]3[CH:36]=[CH:37][C:38]([CH:34]=[O:33])=[CH:39]3)=[CH:7][N:6]=2)=[N:10][CH:11]=1)#[N:16], predict the reactants needed to synthesize it. The reactants are: [NH2:1][C:2]1[C:3]([NH:17][CH2:18][CH:19]2[CH2:24][CH2:23][CH2:22][N:21]([C:25]([O:27][C:28]([CH3:31])([CH3:30])[CH3:29])=[O:26])[CH2:20]2)=[CH:4][C:5]([NH:8][C:9]2[CH:14]=[N:13][C:12]([C:15]#[N:16])=[CH:11][N:10]=2)=[N:6][CH:7]=1.C[O:33][CH:34]1[CH:38]([CH:39]=O)[CH2:37][CH:36](OC)O1.